Dataset: NCI-60 drug combinations with 297,098 pairs across 59 cell lines. Task: Regression. Given two drug SMILES strings and cell line genomic features, predict the synergy score measuring deviation from expected non-interaction effect. (1) Drug 1: COC1=C(C=C2C(=C1)N=CN=C2NC3=CC(=C(C=C3)F)Cl)OCCCN4CCOCC4. Drug 2: C1=CN(C(=O)N=C1N)C2C(C(C(O2)CO)O)O.Cl. Cell line: SF-295. Synergy scores: CSS=6.73, Synergy_ZIP=-3.28, Synergy_Bliss=-3.37, Synergy_Loewe=-2.96, Synergy_HSA=-0.550. (2) Drug 1: CCCCC(=O)OCC(=O)C1(CC(C2=C(C1)C(=C3C(=C2O)C(=O)C4=C(C3=O)C=CC=C4OC)O)OC5CC(C(C(O5)C)O)NC(=O)C(F)(F)F)O. Drug 2: C(CN)CNCCSP(=O)(O)O. Cell line: SK-MEL-28. Synergy scores: CSS=50.2, Synergy_ZIP=-4.81, Synergy_Bliss=-6.22, Synergy_Loewe=-39.6, Synergy_HSA=-4.92. (3) Drug 1: C1=CC(=C2C(=C1NCCNCCO)C(=O)C3=C(C=CC(=C3C2=O)O)O)NCCNCCO. Drug 2: CC1=C2C(C(=O)C3(C(CC4C(C3C(C(C2(C)C)(CC1OC(=O)C(C(C5=CC=CC=C5)NC(=O)C6=CC=CC=C6)O)O)OC(=O)C7=CC=CC=C7)(CO4)OC(=O)C)O)C)OC(=O)C. Cell line: UACC-257. Synergy scores: CSS=7.33, Synergy_ZIP=-10.8, Synergy_Bliss=-6.14, Synergy_Loewe=-20.5, Synergy_HSA=-5.68. (4) Drug 1: CN1CCC(CC1)COC2=C(C=C3C(=C2)N=CN=C3NC4=C(C=C(C=C4)Br)F)OC. Drug 2: CCCCC(=O)OCC(=O)C1(CC(C2=C(C1)C(=C3C(=C2O)C(=O)C4=C(C3=O)C=CC=C4OC)O)OC5CC(C(C(O5)C)O)NC(=O)C(F)(F)F)O. Cell line: NCI-H460. Synergy scores: CSS=2.66, Synergy_ZIP=-1.85, Synergy_Bliss=0.514, Synergy_Loewe=1.08, Synergy_HSA=1.11. (5) Drug 1: CCCS(=O)(=O)NC1=C(C(=C(C=C1)F)C(=O)C2=CNC3=C2C=C(C=N3)C4=CC=C(C=C4)Cl)F. Drug 2: N.N.Cl[Pt+2]Cl. Cell line: PC-3. Synergy scores: CSS=4.55, Synergy_ZIP=0.349, Synergy_Bliss=3.18, Synergy_Loewe=1.26, Synergy_HSA=1.79. (6) Drug 1: CCC1(CC2CC(C3=C(CCN(C2)C1)C4=CC=CC=C4N3)(C5=C(C=C6C(=C5)C78CCN9C7C(C=CC9)(C(C(C8N6C=O)(C(=O)OC)O)OC(=O)C)CC)OC)C(=O)OC)O.OS(=O)(=O)O. Drug 2: CCN(CC)CCNC(=O)C1=C(NC(=C1C)C=C2C3=C(C=CC(=C3)F)NC2=O)C. Cell line: COLO 205. Synergy scores: CSS=9.57, Synergy_ZIP=13.4, Synergy_Bliss=13.9, Synergy_Loewe=2.69, Synergy_HSA=11.3. (7) Drug 1: C1CCN(CC1)CCOC2=CC=C(C=C2)C(=O)C3=C(SC4=C3C=CC(=C4)O)C5=CC=C(C=C5)O. Drug 2: CC12CCC3C(C1CCC2=O)CC(=C)C4=CC(=O)C=CC34C. Cell line: HCT116. Synergy scores: CSS=58.8, Synergy_ZIP=0.463, Synergy_Bliss=-0.477, Synergy_Loewe=-2.17, Synergy_HSA=-1.90.